Dataset: Peptide-MHC class II binding affinity with 134,281 pairs from IEDB. Task: Regression. Given a peptide amino acid sequence and an MHC pseudo amino acid sequence, predict their binding affinity value. This is MHC class II binding data. (1) The peptide sequence is VKGDPVGILYAVFKA. The MHC is DRB1_1501 with pseudo-sequence DRB1_1501. The binding affinity (normalized) is 0.704. (2) The peptide sequence is VGSLQYLALTALITPKK. The MHC is HLA-DPA10201-DPB11401 with pseudo-sequence HLA-DPA10201-DPB11401. The binding affinity (normalized) is 0.606. (3) The peptide sequence is GELQIVDKIDAAFKR. The MHC is DRB1_1501 with pseudo-sequence DRB1_1501. The binding affinity (normalized) is 0.308. (4) The peptide sequence is VNPIEGEPYVQGQLD. The MHC is DRB1_0401 with pseudo-sequence DRB1_0401. The binding affinity (normalized) is 0.303. (5) The peptide sequence is IEEAPEMPALYEKKL. The MHC is HLA-DQA10201-DQB10402 with pseudo-sequence HLA-DQA10201-DQB10402. The binding affinity (normalized) is 0. (6) The peptide sequence is VLIWVGINTRNMTMSK. The MHC is HLA-DQA10201-DQB10301 with pseudo-sequence HLA-DQA10201-DQB10301. The binding affinity (normalized) is 0.